Dataset: Forward reaction prediction with 1.9M reactions from USPTO patents (1976-2016). Task: Predict the product of the given reaction. (1) The product is: [F:28][C:25]1[CH:24]=[CH:23][C:22]([N:19]2[C:20](=[O:21])[C@H:17]([S:16][CH2:15][C:5]([C:8]3[CH:13]=[CH:12][C:11]([CH3:14])=[CH:10][CH:9]=3)=[O:4])[C@H:18]2[C:29]2[CH:43]=[CH:42][C:32]([O:33][CH2:34][C:35]([OH:37])=[O:36])=[CH:31][CH:30]=2)=[CH:27][CH:26]=1. Given the reactants CC1(C)CO[C:5]([CH2:15][S:16][C@H:17]2[C:20](=[O:21])[N:19]([C:22]3[CH:27]=[CH:26][C:25]([F:28])=[CH:24][CH:23]=3)[C@@H:18]2[C:29]2[CH:43]=[CH:42][C:32]([O:33][CH2:34][C:35]([O:37]C(C)(C)C)=[O:36])=[CH:31][CH:30]=2)([C:8]2[CH:13]=[CH:12][C:11]([CH3:14])=[CH:10][CH:9]=2)[O:4]C1, predict the reaction product. (2) Given the reactants [Br:1][C:2]1[CH:3]=[CH:4][C:5]2[O:9][C:8]([C:10](=[O:12])[NH2:11])=[C:7]([NH:13][C:14]([CH:16]3[CH2:19]N(C(OC(C)(C)C)=O)C3)=[O:15])[C:6]=2[CH:27]=1.[C:28]([O:32][C:33]([N:35]1[CH2:40][CH2:39][CH:38]([O:41][C:42]2C=C(C(O)=O)[O:44][N:43]=2)[CH2:37][CH2:36]1)=[O:34])([CH3:31])([CH3:30])[CH3:29].C(N1CC(C(O)=O)C1)(OC(C)(C)C)=O, predict the reaction product. The product is: [Br:1][C:2]1[CH:3]=[CH:4][C:5]2[O:9][C:8]([C:10](=[O:12])[NH2:11])=[C:7]([NH:13][C:14]([C:16]3[O:44][N:43]=[C:42]([O:41][CH:38]4[CH2:39][CH2:40][N:35]([C:33]([O:32][C:28]([CH3:31])([CH3:30])[CH3:29])=[O:34])[CH2:36][CH2:37]4)[CH:19]=3)=[O:15])[C:6]=2[CH:27]=1. (3) Given the reactants [CH2:1]([N:3]1[C:8](=[O:9])[CH2:7][C:6](=[O:10])[NH:5][C:4]1=[O:11])[CH3:2].[CH3:12][C:13](OC(C)=O)=[O:14].OS(O)(=O)=O, predict the reaction product. The product is: [C:13]([CH:7]1[C:8](=[O:9])[N:3]([CH2:1][CH3:2])[C:4](=[O:11])[NH:5][C:6]1=[O:10])(=[O:14])[CH3:12]. (4) The product is: [C:11]([O:15][C:16](=[O:29])[NH:17][CH:18]([C:22]1[CH:23]=[CH:24][C:25]([F:28])=[CH:26][CH:27]=1)[CH2:19][CH2:20][NH:21][C:2]1[N:10]=[CH:9][N:8]=[C:7]2[C:3]=1[N:4]=[CH:5][NH:6]2)([CH3:14])([CH3:12])[CH3:13]. Given the reactants Cl[C:2]1[N:10]=[CH:9][N:8]=[C:7]2[C:3]=1[NH:4][CH:5]=[N:6]2.[C:11]([O:15][C:16](=[O:29])[NH:17][CH:18]([C:22]1[CH:27]=[CH:26][C:25]([F:28])=[CH:24][CH:23]=1)[CH2:19][CH2:20][NH2:21])([CH3:14])([CH3:13])[CH3:12].C(N(CC)CC)C, predict the reaction product. (5) Given the reactants Cl[C:2]1[N:20]=[C:5]2[C:6]([C:10]3[CH:15]=[CH:14][C:13]([S:16]([CH3:19])(=[O:18])=[O:17])=[CH:12][CH:11]=3)=[CH:7][CH:8]=[CH:9][N:4]2[N:3]=1.Cl.[CH2:22]([N:24]1[CH2:29][CH2:28][P:27]([C:31]2[CH:37]=[CH:36][C:34]([NH2:35])=[CH:33][CH:32]=2)(=[O:30])[CH2:26][CH2:25]1)[CH3:23], predict the reaction product. The product is: [CH2:22]([N:24]1[CH2:25][CH2:26][P:27]([C:31]2[CH:37]=[CH:36][C:34]([NH:35][C:2]3[N:20]=[C:5]4[C:6]([C:10]5[CH:15]=[CH:14][C:13]([S:16]([CH3:19])(=[O:18])=[O:17])=[CH:12][CH:11]=5)=[CH:7][CH:8]=[CH:9][N:4]4[N:3]=3)=[CH:33][CH:32]=2)(=[O:30])[CH2:28][CH2:29]1)[CH3:23].